This data is from hERG Central: cardiac toxicity at 1µM, 10µM, and general inhibition. The task is: Predict hERG channel inhibition at various concentrations. The drug is COc1ccc(C(=O)N2CCC(C(=O)c3c(C)cc(C)cc3C)CC2)cc1. Results: hERG_inhib (hERG inhibition (general)): blocker.